From a dataset of NCI-60 drug combinations with 297,098 pairs across 59 cell lines. Regression. Given two drug SMILES strings and cell line genomic features, predict the synergy score measuring deviation from expected non-interaction effect. (1) Drug 1: CS(=O)(=O)C1=CC(=C(C=C1)C(=O)NC2=CC(=C(C=C2)Cl)C3=CC=CC=N3)Cl. Drug 2: COC1=CC(=CC(=C1O)OC)C2C3C(COC3=O)C(C4=CC5=C(C=C24)OCO5)OC6C(C(C7C(O6)COC(O7)C8=CC=CS8)O)O. Cell line: SN12C. Synergy scores: CSS=44.9, Synergy_ZIP=1.09, Synergy_Bliss=2.39, Synergy_Loewe=-40.9, Synergy_HSA=2.63. (2) Drug 1: CCCCC(=O)OCC(=O)C1(CC(C2=C(C1)C(=C3C(=C2O)C(=O)C4=C(C3=O)C=CC=C4OC)O)OC5CC(C(C(O5)C)O)NC(=O)C(F)(F)F)O. Drug 2: C1=CN(C=N1)CC(O)(P(=O)(O)O)P(=O)(O)O. Cell line: UACC-257. Synergy scores: CSS=2.18, Synergy_ZIP=-0.232, Synergy_Bliss=1.89, Synergy_Loewe=2.04, Synergy_HSA=1.49. (3) Drug 1: C1CN(CCN1C(=O)CCBr)C(=O)CCBr. Drug 2: N.N.Cl[Pt+2]Cl. Cell line: SNB-19. Synergy scores: CSS=54.6, Synergy_ZIP=-3.65, Synergy_Bliss=-2.20, Synergy_Loewe=-4.35, Synergy_HSA=-0.917.